From a dataset of Full USPTO retrosynthesis dataset with 1.9M reactions from patents (1976-2016). Predict the reactants needed to synthesize the given product. (1) Given the product [NH2:18][C:17]1[CH:16]=[CH:15][C:5]([CH2:6][CH2:7][CH2:8][CH2:9][PH:10](=[O:14])[O:11][CH2:12][CH3:13])=[CH:4][C:3]=1[O:2][CH3:1], predict the reactants needed to synthesize it. The reactants are: [CH3:1][O:2][C:3]1[CH:4]=[C:5]([CH:15]=[CH:16][C:17]=1[N+:18]([O-])=O)[CH2:6][CH:7]=[CH:8][CH2:9][PH:10](=[O:14])[O:11][CH2:12][CH3:13]. (2) The reactants are: [H-].[Al+3].[Li+].[H-].[H-].[H-].[CH2:7]([NH:14][C:15](=O)[CH2:16][CH2:17][C:18]1[CH:23]=[CH:22][C:21]([OH:24])=[CH:20][CH:19]=1)[C:8]1[CH:13]=[CH:12][CH:11]=[CH:10][CH:9]=1.[H-].[Al+3].[Li+].[H-].[H-].[H-].O1CCCC1. Given the product [CH2:7]([NH:14][CH2:15][CH2:16][CH2:17][C:18]1[CH:19]=[CH:20][C:21]([OH:24])=[CH:22][CH:23]=1)[C:8]1[CH:9]=[CH:10][CH:11]=[CH:12][CH:13]=1, predict the reactants needed to synthesize it. (3) Given the product [CH2:1]([C@H:8]([NH:16][C:17]([C:19]1[NH:23][C:22]2[S:24][C:25]([C:40]#[C:39][Si:36]([CH3:38])([CH3:37])[CH3:35])=[CH:26][C:21]=2[CH:20]=1)=[O:18])[C:9]([N:11]1[CH2:14][CH:13]([OH:15])[CH2:12]1)=[O:10])[C:2]1[CH:7]=[CH:6][CH:5]=[CH:4][CH:3]=1, predict the reactants needed to synthesize it. The reactants are: [CH2:1]([C@H:8]([NH:16][C:17]([C:19]1[NH:23][C:22]2[S:24][C:25](Br)=[CH:26][C:21]=2[CH:20]=1)=[O:18])[C:9]([N:11]1[CH2:14][CH:13]([OH:15])[CH2:12]1)=[O:10])[C:2]1[CH:7]=[CH:6][CH:5]=[CH:4][CH:3]=1.C(NC(C)C)(C)C.[CH3:35][Si:36]([C:39]#[CH:40])([CH3:38])[CH3:37].O. (4) Given the product [C:1]([C:11]1[CH:31]=[CH:30][C:14]([CH2:15][N:16]([C:17]2[CH:29]=[CH:28][C:20]3[O:21][C:22]([CH3:26])([CH3:27])[O:23][C:24](=[O:25])[C:19]=3[CH:18]=2)[C:38](=[O:39])[CH2:37][C:33]2[S:32][CH:36]=[CH:35][CH:34]=2)=[CH:13][CH:12]=1)#[C:2][CH2:3][CH2:4][CH2:5][CH2:6][CH2:7][CH2:8][CH2:9][CH3:10], predict the reactants needed to synthesize it. The reactants are: [C:1]([C:11]1[CH:31]=[CH:30][C:14]([CH2:15][NH:16][C:17]2[CH:29]=[CH:28][C:20]3[O:21][C:22]([CH3:27])([CH3:26])[O:23][C:24](=[O:25])[C:19]=3[CH:18]=2)=[CH:13][CH:12]=1)#[C:2][CH2:3][CH2:4][CH2:5][CH2:6][CH2:7][CH2:8][CH2:9][CH3:10].[S:32]1[CH:36]=[CH:35][CH:34]=[C:33]1[CH2:37][C:38](Cl)=[O:39]. (5) Given the product [CH2:1]([O:3][C:4]([C:6]1[C:11](=[O:12])[NH:10][C:9]2[S:13][CH:14]=[CH:15][C:8]=2[C:7]=1[Cl:32])=[O:5])[CH3:2], predict the reactants needed to synthesize it. The reactants are: [CH2:1]([O:3][C:4]([C:6]1[C:11](=[O:12])[NH:10][C:9]2[S:13][CH:14]=[CH:15][C:8]=2[C:7]=1O)=[O:5])[CH3:2].[O-]CC.[Na+].C(OC(C1C(Cl)=C2C=CSC2=NC=1[Cl:32])=O)C.